Predict the reactants needed to synthesize the given product. From a dataset of Full USPTO retrosynthesis dataset with 1.9M reactions from patents (1976-2016). (1) Given the product [Cl:1][C:2]1[C:11]2[N:10]([CH:15]=[N:13][N:12]=2)[C:9]2[C:4]([N:3]=1)=[CH:5][CH:6]=[C:7]([CH3:14])[CH:8]=2, predict the reactants needed to synthesize it. The reactants are: [Cl:1][C:2]1[C:11]([NH:12][NH2:13])=[N:10][C:9]2[C:4](=[CH:5][CH:6]=[C:7]([CH3:14])[CH:8]=2)[N:3]=1.[CH:15](OC)(OC)OC. (2) Given the product [CH2:1]([O:3][C:4]([C:6]1[C:7]([O:25][C:26](=[O:28])[CH3:27])=[C:8]2[CH:16]=[CH:15][N:14]([CH2:17][C:18]3[CH:19]=[CH:20][C:21]([F:24])=[CH:22][CH:23]=3)[C:9]2=[C:10]([C:12]#[N:13])[N:11]=1)=[O:5])[CH3:2], predict the reactants needed to synthesize it. The reactants are: [CH2:1]([O:3][C:4]([C:6]1[C:7]([OH:25])=[C:8]2[CH:16]=[CH:15][N:14]([CH2:17][C:18]3[CH:23]=[CH:22][C:21]([F:24])=[CH:20][CH:19]=3)[C:9]2=[C:10]([C:12]#[N:13])[N:11]=1)=[O:5])[CH3:2].[C:26](OC(=O)C)(=[O:28])[CH3:27]. (3) The reactants are: [Br:1][C:2]1[C:3]([O:13][CH3:14])=[C:4]([Cl:12])[C:5]([OH:11])=[C:6]([CH:10]=1)[C:7]([OH:9])=[O:8].[C:15](Cl)(=O)C(Cl)=O. Given the product [Br:1][C:2]1[C:3]([O:13][CH3:14])=[C:4]([Cl:12])[C:5]([OH:11])=[C:6]([CH:10]=1)[C:7]([O:9][CH3:15])=[O:8], predict the reactants needed to synthesize it.